This data is from Forward reaction prediction with 1.9M reactions from USPTO patents (1976-2016). The task is: Predict the product of the given reaction. Given the reactants [F:1][C:2]1[CH:9]=[CH:8][C:5]([C:6]#[N:7])=[CH:4][C:3]=1[C:10]([F:13])([F:12])[F:11].[NH2:14][OH:15].Cl.[OH-].[Na+], predict the reaction product. The product is: [F:1][C:2]1[CH:9]=[CH:8][C:5]([C:6]([NH:14][OH:15])=[NH:7])=[CH:4][C:3]=1[C:10]([F:11])([F:12])[F:13].